From a dataset of Catalyst prediction with 721,799 reactions and 888 catalyst types from USPTO. Predict which catalyst facilitates the given reaction. (1) Reactant: [CH:1]1([NH:4][C:5]2[C:6]3[S:13][CH:12]=[C:11]([C:14]([NH:16][C:17]4[CH:18]=[C:19]([NH:24]C(=O)OC(C)(C)C)[CH:20]=[CH:21][C:22]=4[CH3:23])=[O:15])[C:7]=3[N:8]=[CH:9][N:10]=2)[CH2:3][CH2:2]1.C(O)(C(F)(F)F)=O. Product: [NH2:24][C:19]1[CH:20]=[CH:21][C:22]([CH3:23])=[C:17]([NH:16][C:14]([C:11]2[C:7]3[N:8]=[CH:9][N:10]=[C:5]([NH:4][CH:1]4[CH2:2][CH2:3]4)[C:6]=3[S:13][CH:12]=2)=[O:15])[CH:18]=1. The catalyst class is: 2. (2) Reactant: [O:1]=[C:2]([O:23][CH2:24][CH:25]=[CH2:26])[CH2:3][O:4][NH:5][CH:6]1[C:15]2[C:10](=[CH:11][CH:12]=[CH:13][CH:14]=2)[NH:9][N:8](C(OC(C)(C)C)=O)[CH2:7]1.[ClH:27]. Product: [ClH:27].[ClH:27].[NH:9]1[C:10]2[C:15](=[CH:14][CH:13]=[CH:12][CH:11]=2)[CH:6]([NH:5][O:4][CH2:3][C:2]([O:23][CH2:24][CH:25]=[CH2:26])=[O:1])[CH2:7][NH:8]1. The catalyst class is: 13. (3) Reactant: Br[CH2:2][C:3]1[CH:4]=[C:5]([CH:10]=[CH:11][C:12]=1[CH2:13]Br)[C:6]([O:8][CH3:9])=[O:7].[CH2:15]([NH2:22])[C:16]1[CH:21]=[CH:20][CH:19]=[CH:18][CH:17]=1. Product: [CH2:15]([N:22]1[CH2:2][C:3]2[C:12](=[CH:11][CH:10]=[C:5]([C:6]([O:8][CH3:9])=[O:7])[CH:4]=2)[CH2:13]1)[C:16]1[CH:21]=[CH:20][CH:19]=[CH:18][CH:17]=1. The catalyst class is: 48. (4) Reactant: [NH:1]([C:10]([O:12][C:13]([CH3:16])([CH3:15])[CH3:14])=[O:11])[C@H:2]([C:7]([OH:9])=O)[CH2:3][CH:4]([CH3:6])[CH3:5].[CH:17]1[C:22]([C:23](O)=[O:24])=[CH:21][CH:20]=[C:19]([NH2:26])[CH:18]=1.CCOC1N(C(OCC)=O)C2C(=CC=CC=2)C=C1.C1(C)C=CC=CC=1. Product: [C:13]([O:12][C:10]([NH:1][C@@H:2]([CH2:3][CH:4]([CH3:5])[CH3:6])[C:7]([NH:26][C:19]1[CH:20]=[CH:21][C:22]([CH2:23][OH:24])=[CH:17][CH:18]=1)=[O:9])=[O:11])([CH3:16])([CH3:15])[CH3:14]. The catalyst class is: 8. (5) Reactant: [Cl:1][C:2]1[N:7]=[CH:6][N:5]=[C:4]([NH2:8])[CH:3]=1.[C:9]1([O:15][C:16](Cl)=[O:17])[CH:14]=[CH:13][CH:12]=[CH:11][CH:10]=1.C(=O)([O-])[O-].[Cs+].[Cs+]. Product: [Cl:1][C:2]1[N:7]=[CH:6][N:5]=[C:4]([NH:8][C:16](=[O:17])[O:15][C:9]2[CH:14]=[CH:13][CH:12]=[CH:11][CH:10]=2)[CH:3]=1. The catalyst class is: 1.